The task is: Predict the product of the given reaction.. This data is from Forward reaction prediction with 1.9M reactions from USPTO patents (1976-2016). (1) Given the reactants [Cl:1][C:2]1[C:11]2[C:6](=[C:7]([CH3:13])[CH:8]=[C:9](I)[CH:10]=2)[N:5]=[N:4][C:3]=1[C:14]([NH2:16])=[O:15].C([Sn](CCCC)(CCCC)[S:22][CH3:23])CCC, predict the reaction product. The product is: [Cl:1][C:2]1[C:11]2[C:6](=[C:7]([CH3:13])[CH:8]=[C:9]([S:22][CH3:23])[CH:10]=2)[N:5]=[N:4][C:3]=1[C:14]([NH2:16])=[O:15]. (2) Given the reactants I[CH3:2].[NH2:3][C:4]1[C:9]([C:10]([O:12][CH2:13][CH3:14])=[O:11])=[CH:8][N:7]=[C:6]([SH:15])[N:5]=1, predict the reaction product. The product is: [NH2:3][C:4]1[C:9]([C:10]([O:12][CH2:13][CH3:14])=[O:11])=[CH:8][N:7]=[C:6]([S:15][CH3:2])[N:5]=1.